This data is from Peptide-MHC class I binding affinity with 185,985 pairs from IEDB/IMGT. The task is: Regression. Given a peptide amino acid sequence and an MHC pseudo amino acid sequence, predict their binding affinity value. This is MHC class I binding data. (1) The peptide sequence is LHAVYSIVF. The MHC is Mamu-B17 with pseudo-sequence Mamu-B17. The binding affinity (normalized) is 0.496. (2) The peptide sequence is EEILSQLYRPL. The MHC is Mamu-B01 with pseudo-sequence Mamu-B01. The binding affinity (normalized) is 0. (3) The peptide sequence is GALASCMGL. The MHC is HLA-A68:02 with pseudo-sequence HLA-A68:02. The binding affinity (normalized) is 0.184. (4) The binding affinity (normalized) is 0.720. The peptide sequence is FQHERLGQF. The MHC is HLA-B15:01 with pseudo-sequence HLA-B15:01.